This data is from Catalyst prediction with 721,799 reactions and 888 catalyst types from USPTO. The task is: Predict which catalyst facilitates the given reaction. (1) Reactant: [S:1]1[CH:5]=[CH:4][CH:3]=[C:2]1[S:6]([NH:9][C:10]1[CH:11]=[CH:12][C:13]([CH3:24])=[C:14]2[C:18]=1[NH:17][C:16]([C:19]([O:21][CH2:22][CH3:23])=[O:20])=[CH:15]2)(=[O:8])=[O:7].C(=O)([O-])[O-].[K+].[K+].[CH2:31](I)[CH3:32]. Product: [CH2:31]([N:9]([S:6]([C:2]1[S:1][CH:5]=[CH:4][CH:3]=1)(=[O:7])=[O:8])[C:10]1[CH:11]=[CH:12][C:13]([CH3:24])=[C:14]2[C:18]=1[NH:17][C:16]([C:19]([O:21][CH2:22][CH3:23])=[O:20])=[CH:15]2)[CH3:32]. The catalyst class is: 42. (2) The catalyst class is: 3. Product: [NH2:23][CH2:24][C:25]1[C:26]([F:34])=[C:27]([C:2]2[CH:7]=[CH:6][CH:5]=[C:4]([CH:8]([O:10][C:11]3[CH:16]=[CH:15][CH:14]=[CH:13][C:12]=3[CH2:17][C:18]([OH:20])=[O:19])[CH3:9])[CH:3]=2)[CH:28]=[CH:29][CH:30]=1. Reactant: Cl[C:2]1[CH:3]=[C:4]([CH:8]([O:10][C:11]2[CH:16]=[CH:15][CH:14]=[CH:13][C:12]=2[CH2:17][C:18]([O:20]C)=[O:19])[CH3:9])[CH:5]=[CH:6][CH:7]=1.Cl.[NH2:23][CH2:24][C:25]1[C:26]([F:34])=[C:27](B(O)O)[CH:28]=[CH:29][CH:30]=1. (3) Reactant: [Cl:1][C:2]1[CH:7]=[CH:6][C:5]([CH:8]([NH:21][CH2:22][C:23]2[CH:28]=[CH:27][C:26]([O:29][CH3:30])=[CH:25][CH:24]=2)[C:9]2[C:10]([CH3:20])=[N:11][N:12]([CH:17]3[CH2:19][CH2:18]3)[C:13]=2[C:14](O)=[O:15])=[CH:4][CH:3]=1.ClC(N(C)C)=C(C)C. Product: [Cl:1][C:2]1[CH:7]=[CH:6][C:5]([CH:8]2[C:9]3[C:10]([CH3:20])=[N:11][N:12]([CH:17]4[CH2:18][CH2:19]4)[C:13]=3[C:14](=[O:15])[N:21]2[CH2:22][C:23]2[CH:28]=[CH:27][C:26]([O:29][CH3:30])=[CH:25][CH:24]=2)=[CH:4][CH:3]=1. The catalyst class is: 2. (4) Reactant: [CH2:1]([O:8][C:9]1[CH:17]=[CH:16][C:12]([C:13]([O-])=[O:14])=[CH:11][C:10]=1[NH:18][C:19](=[O:27])[CH2:20][N:21]1[CH2:26][CH2:25][O:24][CH2:23][CH2:22]1)[C:2]1[CH:7]=[CH:6][CH:5]=[CH:4][CH:3]=1.[Li+].[C:29]1([C:36]2[CH:41]=[CH:40][CH:39]=[CH:38][CH:37]=2)[CH:34]=[CH:33][C:32]([NH2:35])=[CH:31][CH:30]=1.C(N(C(C)C)CC)(C)C.F[P-](F)(F)(F)(F)F.N1(O[P+](N2CCCC2)(N2CCCC2)N2CCCC2)C2C=CC=CC=2N=N1. Product: [CH2:1]([O:8][C:9]1[CH:17]=[CH:16][C:12]([C:13]([NH:35][C:32]2[CH:31]=[CH:30][C:29]([C:36]3[CH:41]=[CH:40][CH:39]=[CH:38][CH:37]=3)=[CH:34][CH:33]=2)=[O:14])=[CH:11][C:10]=1[NH:18][C:19](=[O:27])[CH2:20][N:21]1[CH2:26][CH2:25][O:24][CH2:23][CH2:22]1)[C:2]1[CH:7]=[CH:6][CH:5]=[CH:4][CH:3]=1. The catalyst class is: 3. (5) Reactant: Cl[CH2:2][C@@H:3]([CH2:5][CH2:6][CH2:7][C@H:8]([C@@H:10]1[C@:27]2([CH3:28])[C:13]([C:14]3[CH2:15][CH2:16][C@@H:17]4[C@:22]([C:24]=3[CH2:25][CH2:26]2)([CH3:23])[CH2:21][CH2:20][C@H:19]([OH:29])[C:18]4([CH3:31])[CH3:30])=[CH:12][CH2:11]1)[CH3:9])[CH3:4].[I-:32].[Na+].O. The catalyst class is: 21. Product: [I:32][CH2:2][C@@H:3]([CH2:5][CH2:6][CH2:7][C@H:8]([C@@H:10]1[C@:27]2([CH3:28])[C:13]([C:14]3[CH2:15][CH2:16][C@@H:17]4[C@:22]([C:24]=3[CH2:25][CH2:26]2)([CH3:23])[CH2:21][CH2:20][C@H:19]([OH:29])[C:18]4([CH3:31])[CH3:30])=[CH:12][CH2:11]1)[CH3:9])[CH3:4].